Dataset: Full USPTO retrosynthesis dataset with 1.9M reactions from patents (1976-2016). Task: Predict the reactants needed to synthesize the given product. (1) Given the product [CH3:9][C:10]([CH3:15])([CH3:14])[C:11]([NH:8][C:6]1[CH:5]=[CH:4][CH:3]=[C:2]([CH3:1])[N:7]=1)=[O:12], predict the reactants needed to synthesize it. The reactants are: [CH3:1][C:2]1[N:7]=[C:6]([NH2:8])[CH:5]=[CH:4][CH:3]=1.[CH3:9][C:10]([CH3:15])([CH3:14])[C:11](Cl)=[O:12].C(=O)([O-])O.[Na+]. (2) Given the product [Cl:14][C:13]1[CH:8]=[C:9]([NH:17][CH3:18])[N:10]([CH3:16])[C:11](=[O:15])[CH:12]=1, predict the reactants needed to synthesize it. The reactants are: [Li+].[OH-].C(OC([C:8]1[C:13]([Cl:14])=[CH:12][C:11](=[O:15])[N:10]([CH3:16])[C:9]=1[NH:17][CH3:18])=O)C.Cl.